Dataset: Forward reaction prediction with 1.9M reactions from USPTO patents (1976-2016). Task: Predict the product of the given reaction. (1) Given the reactants [NH2:1][C:2]1[C:11]2[N:12]=[C:13]([CH2:40][CH2:41][O:42][CH3:43])[N:14]([CH2:15][CH2:16][CH2:17][N:18]([CH2:27][C:28]3[C:29]([F:39])=[C:30]([CH:36]=[CH:37][CH:38]=3)[O:31][CH2:32][C:33]([OH:35])=[O:34])[C:19](=[O:26])[CH2:20][N:21]([CH2:24][CH3:25])[CH2:22][CH3:23])[C:10]=2[C:9]2[CH:8]=[CH:7][CH:6]=[CH:5][C:4]=2[N:3]=1.[CH:44](O)([CH3:46])[CH3:45], predict the reaction product. The product is: [NH2:1][C:2]1[C:11]2[N:12]=[C:13]([CH2:40][CH2:41][O:42][CH3:43])[N:14]([CH2:15][CH2:16][CH2:17][N:18]([CH2:27][C:28]3[C:29]([F:39])=[C:30]([CH:36]=[CH:37][CH:38]=3)[O:31][CH2:32][C:33]([O:35][CH:44]([CH3:46])[CH3:45])=[O:34])[C:19](=[O:26])[CH2:20][N:21]([CH2:24][CH3:25])[CH2:22][CH3:23])[C:10]=2[C:9]2[CH:8]=[CH:7][CH:6]=[CH:5][C:4]=2[N:3]=1. (2) Given the reactants C(OC(=O)[NH:7][CH2:8][C:9]1[CH:14]=[C:13]([CH2:15][N:16]([CH2:18][CH2:19][N:20]([CH3:22])[CH3:21])C)[CH:12]=[C:11]([Cl:23])[C:10]=1[F:24])(C)(C)C.Cl, predict the reaction product. The product is: [NH2:7][CH2:8][C:9]1[CH:14]=[C:13]([CH:12]=[C:11]([Cl:23])[C:10]=1[F:24])[CH2:15][NH:16][CH2:18][CH2:19][N:20]([CH3:22])[CH3:21]. (3) Given the reactants [CH:1]1[C:10]2[C:5](=[CH:6][C:7]([C:11]3[S:15][C:14]([NH:16][C@@H:17]([CH2:30][C:31]4[CH:36]=[CH:35][CH:34]=[CH:33][CH:32]=4)[CH2:18][N:19]4C(=O)C5C=CC=CC=5C4=O)=[N:13][N:12]=3)=[CH:8][CH:9]=2)[CH:4]=[CH:3][N:2]=1.O=C1C2C=CC=CC=2C(=O)N1C[C@@H](NC(NNC(C1C=C2C(=CC=1)C=NC=C2)=O)=S)CC1C=CC=CC=1.CS(O)(=O)=O, predict the reaction product. The product is: [NH2:19][CH2:18][C@@H:17]([NH:16][C:14]1[S:15][C:11]([C:7]2[CH:6]=[C:5]3[C:10](=[CH:9][CH:8]=2)[CH:1]=[N:2][CH:3]=[CH:4]3)=[N:12][N:13]=1)[CH2:30][C:31]1[CH:32]=[CH:33][CH:34]=[CH:35][CH:36]=1.